Dataset: Full USPTO retrosynthesis dataset with 1.9M reactions from patents (1976-2016). Task: Predict the reactants needed to synthesize the given product. Given the product [Cl:15][CH2:16][C:17]1[O:14][C:3]2[CH:4]=[CH:5][C:6]([C:8]3[CH:13]=[CH:12][CH:11]=[CH:10][CH:9]=3)=[CH:7][C:2]=2[N:1]=1, predict the reactants needed to synthesize it. The reactants are: [NH2:1][C:2]1[CH:7]=[C:6]([C:8]2[CH:13]=[CH:12][CH:11]=[CH:10][CH:9]=2)[CH:5]=[CH:4][C:3]=1[OH:14].[Cl:15][CH2:16][C:17](OC)(OC)OC.